From a dataset of Peptide-MHC class I binding affinity with 185,985 pairs from IEDB/IMGT. Regression. Given a peptide amino acid sequence and an MHC pseudo amino acid sequence, predict their binding affinity value. This is MHC class I binding data. (1) The peptide sequence is KTKNFTIDFK. The MHC is HLA-A31:01 with pseudo-sequence HLA-A31:01. The binding affinity (normalized) is 0.689. (2) The peptide sequence is HKPGSTWLY. The MHC is Mamu-A01 with pseudo-sequence Mamu-A01. The binding affinity (normalized) is 0. (3) The peptide sequence is KDLQRLRSL. The MHC is HLA-B18:01 with pseudo-sequence HLA-B18:01. The binding affinity (normalized) is 0.198. (4) The peptide sequence is YVLPRRGPRL. The MHC is HLA-A02:01 with pseudo-sequence HLA-A02:01. The binding affinity (normalized) is 0.244.